This data is from Experimentally validated miRNA-target interactions with 360,000+ pairs, plus equal number of negative samples. The task is: Binary Classification. Given a miRNA mature sequence and a target amino acid sequence, predict their likelihood of interaction. (1) The miRNA is hsa-miR-3178 with sequence GGGGCGCGGCCGGAUCG. The protein sequence of the target gene is MAVFLQLLPLLLSRAQGNPGASLDGRPGDRVNLSCGGVSHPIRWVWAPSFPACKGLSKGRRPILWASSSGTPTVPPLQPFVGRLRSLDSGIRRLELLLSAGDSGTFFCKGRHEDESRTVLHVLGDRTYCKAPGPTHGSVYPQLLIPLLGAGLVLGLGALGLVWWLHRRLPPQPIRPLPRFAPLVKTEPQRPVKEEEPKIPGDLDQEPSLLYADLDHLALSRPRRLSTADPADASTIYAVVV. Result: 1 (interaction). (2) The miRNA is hsa-miR-3689b-3p with sequence CUGGGAGGUGUGAUAUUGUGGU. The protein sequence of the target gene is MGRRRAPAGGSLGRALMRHQTQRSRSHRHTDSWLHTSELNDGYDWGRLNLQSVTEQSSLDDFLATAELAGTEFVAEKLNIKFVPAEARTGLLSFEESQRIKKLHEENKQFLCIPRRPNWNQNTTPEELKQAEKDNFLEWRRQLVRLEEEQKLILTPFERNLDFWRQLWRVIERSDIVVQIVDARNPLLFRCEDLECYVKEMDANKENVILINKADLLTAEQRSAWAMYFEKEDVKVIFWSALAGAIPLNGDSEEEANRDDRQSNTTKFGHSSFDQAEISHSESEHLPARDSPSLSENPTT.... Result: 1 (interaction). (3) The miRNA is hsa-miR-6850-3p with sequence CCCGGCCGGAACGCCGCACU. The protein sequence of the target gene is MTTPGKENFRLKSYKNKSLNPDEMRRRREEEGLQLRKQKREEQLFKRRNVATAEEETEEEVMSDGGFHEAQISNMEMAPGGVITSDMIEMIFSKSPEQQLSATQKFRKLLSKEPNPPIDEVISTPGVVARFVEFLKRKENCTLQFESAWVLTNIASGNSLQTRIVIQAGAVPIFIELLSSEFEDVQEQAVWALGNIAGDSTMCRDYVLDCNILPPLLQLFSKQNRLTMTRNAVWALSNLCRGKSPPPEFAKVSPCLNVLSWLLFVSDTDVLADACWALSYLSDGPNDKIQAVIDAGVCRR.... Result: 1 (interaction). (4) The miRNA is hsa-miR-506-3p with sequence UAAGGCACCCUUCUGAGUAGA. The protein sequence of the target gene is MENELPVPHTSNRASVTTNTSGTNSSSGCISSSGGGGGSGGRPTAPQISVYSGIPDRQTVQVIQQALHRQPSTAAQYLQQMYAAQQQHLMLQTAALQQQHLSSAQLQSLAAVQQASLVANRQGSTPGSSVSSQAPAQSSSLNLAASPAAAQLINRAQSVNSAAASGLAQQAVLLGNTSSPALTASQAQMYLRAQMLIFTPTATVATVQPELCTGSPARPPTPAQVQNLTLRTQQTPAAAASGPPPTQPVLPSLALKPTPSSSQPLPAPPQGRTMAQGSPAGAKPSGTDNAPETLKAGDGN.... Result: 0 (no interaction). (5) The miRNA is hsa-miR-301a-5p with sequence GCUCUGACUUUAUUGCACUACU. The protein sequence of the target gene is MEKYVAAMVLSAAGDALGYYNGKWEFLQDGEKIHRQLAQLGGLDALDVGRWRVSDDTVMHLATAEALVEAGKAPKLTQLYYLLAKHYQDCMEDMDGRAPGGASVHNAMQLKPGKPNGWRIPFNSHEGGCGAAMRAMCIGLRFPHHSQLDTLIQVSIESGRMTHHHPTGYLGALASALFTAYAVNSRPPLQWGKGLMELLPEAKKYIVQSGYFVEENLQHWSYFQTKWENYLKLRGILDGESAPTFPESFGVKERDQFYTSLSYSGWGGSSGHDAPMIAYDAVLAAGDSWKELAHRAFFHG.... Result: 1 (interaction). (6) The miRNA is hsa-miR-379-3p with sequence UAUGUAACAUGGUCCACUAACU. The protein sequence of the target gene is MCVTYHNGTGYCKCPEGFLGEYCQHRDPCEKNRCQNGGTCVAQAMLGKATCRCASGFTGEDCQYSTSHPCFVSRPCLNGGTCHMLSRDTYECTCQVGFTGKECQWTDACLSHPCANGSTCTTVANQFSCKCLTGFTGQKCETDVNECDIPGHCQHGGTCLNLPGSYQCQCLQGFTGQYCDSLYVPCAPSPCVNGGTCRQTGDFTFECNCLPETVRRGTELWERDREVWNGKEHDEN. Result: 1 (interaction).